From a dataset of Forward reaction prediction with 1.9M reactions from USPTO patents (1976-2016). Predict the product of the given reaction. (1) Given the reactants [CH:1]([CH:3]1[CH2:5][CH:4]1[C:6]([O:8][CH2:9][CH3:10])=[O:7])=[O:2].[BH4-].[Na+], predict the reaction product. The product is: [OH:2][CH2:1][CH:3]1[CH2:5][CH:4]1[C:6]([O:8][CH2:9][CH3:10])=[O:7]. (2) Given the reactants C([O:5][C:6](=[O:48])[C:7]1[CH:12]=[C:11]([C:13]2[C:17]([CH3:18])=[CH:16][S:15][CH:14]=2)[CH:10]=[C:9]([O:19][CH2:20][CH2:21][CH2:22][CH2:23][CH2:24][CH2:25][C:26]2[CH:31]=[CH:30][CH:29]=[C:28]([O:32][CH2:33][CH2:34][CH2:35][C:36]([O:38][CH2:39][CH3:40])=[O:37])[C:27]=2[CH2:41][CH2:42][C:43]([O:45][CH2:46][CH3:47])=[O:44])[CH:8]=1)(C)(C)C, predict the reaction product. The product is: [CH2:46]([O:45][C:43]([CH2:42][CH2:41][C:27]1[C:28]([O:32][CH2:33][CH2:34][CH2:35][C:36]([O:38][CH2:39][CH3:40])=[O:37])=[CH:29][CH:30]=[CH:31][C:26]=1[CH2:25][CH2:24][CH2:23][CH2:22][CH2:21][CH2:20][O:19][C:9]1[CH:8]=[C:7]([CH:12]=[C:11]([C:13]2[C:17]([CH3:18])=[CH:16][S:15][CH:14]=2)[CH:10]=1)[C:6]([OH:48])=[O:5])=[O:44])[CH3:47]. (3) Given the reactants Cl.[C:2]([C:4]1[CH:9]=[CH:8][C:7]([NH:10][NH2:11])=[CH:6][CH:5]=1)#[N:3].[Cl:12][CH2:13][CH2:14][CH2:15][CH2:16][CH2:17][CH:18]=O.C(N(CC)CC)C, predict the reaction product. The product is: [Cl:12][CH2:13][CH2:14][CH2:15][CH2:16][CH2:17][CH:18]=[N:11][NH:10][C:7]1[CH:8]=[CH:9][C:4]([C:2]#[N:3])=[CH:5][CH:6]=1. (4) The product is: [CH:46]([C:47]1[CH:48]=[CH:49][C:50]([C:53]2[CH:58]=[CH:57][C:56]([S:59]([C:62]3[CH:63]=[C:64]4[C:69](=[C:70]([CH3:72])[CH:71]=3)[N:68]=[CH:67][C:66]([C:73]([NH2:75])=[O:74])=[C:65]4[NH:76][C:77]3[CH:82]=[CH:81][CH:80]=[C:79]([O:83][CH3:84])[CH:78]=3)(=[O:60])=[O:61])=[CH:55][CH:54]=2)=[CH:51][CH:52]=1)=[O:45]. Given the reactants COC1C=C(NC2C3C(=C(C)C=C(S(C4C=CC=C(C(=O)NCCCCCCCC=O)C=4)(=O)=O)C=3)N=CC=2C(N)=O)C=CC=1.[OH:45][CH2:46][C:47]1[CH:52]=[CH:51][C:50]([C:53]2[CH:58]=[CH:57][C:56]([S:59]([C:62]3[CH:63]=[C:64]4[C:69](=[C:70]([CH3:72])[CH:71]=3)[N:68]=[CH:67][C:66]([C:73]([NH2:75])=[O:74])=[C:65]4[NH:76][C:77]3[CH:82]=[CH:81][CH:80]=[C:79]([O:83][CH3:84])[CH:78]=3)(=[O:61])=[O:60])=[CH:55][CH:54]=2)=[CH:49][CH:48]=1, predict the reaction product. (5) Given the reactants C(O)(=O)C.[C:5]([O:9][C:10]([N:12]1[CH2:17][C@H:16]([CH2:18][N:19]2[C@H:24]([CH3:25])[CH2:23][O:22][CH2:21][C@H:20]2[CH3:26])[N:15](CC2C=CC=CC=2)[CH2:14][C@H:13]1[CH3:34])=[O:11])([CH3:8])([CH3:7])[CH3:6], predict the reaction product. The product is: [C:5]([O:9][C:10]([N:12]1[CH2:17][C@H:16]([CH2:18][N:19]2[C@H:20]([CH3:26])[CH2:21][O:22][CH2:23][C@H:24]2[CH3:25])[NH:15][CH2:14][C@H:13]1[CH3:34])=[O:11])([CH3:8])([CH3:6])[CH3:7]. (6) Given the reactants C[O:2][C:3](=[O:30])[C:4]1[CH:9]=[CH:8][C:7]([CH2:10][N:11]2[C:16]([CH3:17])=[CH:15][C:14]([O:18][CH2:19][C:20]3[CH:25]=[CH:24][C:23]([F:26])=[CH:22][C:21]=3[F:27])=[C:13]([Cl:28])[C:12]2=[O:29])=[CH:6][CH:5]=1.[OH-].[Na+], predict the reaction product. The product is: [Cl:28][C:13]1[C:12](=[O:29])[N:11]([CH2:10][C:7]2[CH:6]=[CH:5][C:4]([C:3]([OH:30])=[O:2])=[CH:9][CH:8]=2)[C:16]([CH3:17])=[CH:15][C:14]=1[O:18][CH2:19][C:20]1[CH:25]=[CH:24][C:23]([F:26])=[CH:22][C:21]=1[F:27]. (7) Given the reactants [N:1]1[O:2][N:3]=[C:4]2[CH:9]=[C:8](/[CH:10]=[CH:11]/[CH:12]3[CH2:17][CH2:16][N:15](C(OC(C)(C)C)=O)[CH2:14][CH2:13]3)[CH:7]=[CH:6][C:5]=12.[ClH:25], predict the reaction product. The product is: [Cl-:25].[N:1]1[O:2][N:3]=[C:4]2[CH:9]=[C:8](/[CH:10]=[CH:11]/[CH:12]3[CH2:13][CH2:14][NH2+:15][CH2:16][CH2:17]3)[CH:7]=[CH:6][C:5]=12.